From a dataset of Full USPTO retrosynthesis dataset with 1.9M reactions from patents (1976-2016). Predict the reactants needed to synthesize the given product. Given the product [Br:1][C:2]1[CH:3]=[CH:4][C:5]([C:8]2[O:12][N:11]=[C:10]([CH3:13])[C:9]=2[CH:14]=[O:15])=[CH:6][CH:7]=1, predict the reactants needed to synthesize it. The reactants are: [Br:1][C:2]1[CH:7]=[CH:6][C:5]([C:8]2[O:12][N:11]=[C:10]([CH3:13])[C:9]=2[CH2:14][OH:15])=[CH:4][CH:3]=1.C[N+]1([O-])CCOCC1.